This data is from Reaction yield outcomes from USPTO patents with 853,638 reactions. The task is: Predict the reaction yield, written as a fraction of the theoretical maximum amount of product (1.0 means a 100% yield; for example, 0.34 means a 34% yield). (1) The reactants are [CH3:1][O:2][C:3]1[CH:4]=[C:5]([Mg]Br)[CH:6]=[CH:7][CH:8]=1.[N:11]12[CH2:18][CH2:17][C:14]([C:19]([O:21]CC)=O)([CH2:15][CH2:16]1)[CH2:13][CH2:12]2. The catalyst is C1COCC1. The product is [N:11]12[CH2:12][CH2:13][C:14]([C:19]([C:7]3[CH:6]=[CH:5][CH:4]=[C:3]([O:2][CH3:1])[CH:8]=3)([C:5]3[CH:6]=[CH:7][CH:8]=[C:3]([O:2][CH3:1])[CH:4]=3)[OH:21])([CH2:15][CH2:16]1)[CH2:17][CH2:18]2. The yield is 0.929. (2) The reactants are [NH2:1][C:2]1[CH:7]=[CH:6][C:5]([OH:8])=[C:4]([Cl:9])[C:3]=1[F:10].CC([O-])(C)C.[K+].[Cl:17][C:18]1[CH:23]=[C:22](Cl)[CH:21]=[CH:20][N:19]=1. The catalyst is CC(N(C)C)=O. The product is [Cl:9][C:4]1[C:3]([F:10])=[C:2]([CH:7]=[CH:6][C:5]=1[O:8][C:22]1[CH:21]=[CH:20][N:19]=[C:18]([Cl:17])[CH:23]=1)[NH2:1]. The yield is 0.590. (3) The reactants are [F:1][C:2]1[CH:28]=[CH:27][C:5]([CH2:6][N:7]2[C:19](=[O:20])[C:18]3[C:17]([O:21][CH2:22][O:23][CH3:24])=[C:16]4[C:11]([CH:12]=[CH:13][CH:14]=[N:15]4)=[C:10]([OH:25])[C:9]=3[C:8]2=[O:26])=[CH:4][CH:3]=1.C(N(CC)C(C)C)(C)C.[F:38][C:39]([F:52])([F:51])[S:40](O[S:40]([C:39]([F:52])([F:51])[F:38])(=[O:42])=[O:41])(=[O:42])=[O:41]. The catalyst is ClCCl. The product is [F:1][C:2]1[CH:3]=[CH:4][C:5]([CH2:6][N:7]2[C:19](=[O:20])[C:18]3[C:17]([O:21][CH2:22][O:23][CH3:24])=[C:16]4[C:11]([CH:12]=[CH:13][CH:14]=[N:15]4)=[C:10]([O:25][S:40]([C:39]([F:52])([F:51])[F:38])(=[O:42])=[O:41])[C:9]=3[C:8]2=[O:26])=[CH:27][CH:28]=1. The yield is 0.330. (4) The reactants are CS([O:5][CH2:6][CH:7]1[CH2:12][CH2:11][N:10]([C:13]([O:15][C:16]([CH3:19])([CH3:18])[CH3:17])=[O:14])[CH2:9][CH2:8]1)(=O)=O.C([O-])([O-])=O.[Cs+].[Cs+].[Cl:26][C:27]1[N:32]=[CH:31][C:30](O)=[CH:29][CH:28]=1.O. The catalyst is C(#N)C. The product is [Cl:26][C:27]1[N:32]=[CH:31][C:30]([O:5][CH2:6][CH:7]2[CH2:12][CH2:11][N:10]([C:13]([O:15][C:16]([CH3:19])([CH3:18])[CH3:17])=[O:14])[CH2:9][CH2:8]2)=[CH:29][CH:28]=1. The yield is 0.830. (5) The reactants are [CH3:1][O:2][C:3]1[CH:12]=[C:11]2[C:6]([CH:7]=[C:8]([CH2:13]O)[CH:9]=[N:10]2)=[CH:5][CH:4]=1.COC1C=C2C(C=C(C=O)C=N2)=CC=1.O=S(Cl)[Cl:31]. The catalyst is C(Cl)Cl. The product is [ClH:31].[Cl:31][CH2:13][C:8]1[CH:9]=[N:10][C:11]2[C:6]([CH:7]=1)=[CH:5][CH:4]=[C:3]([O:2][CH3:1])[CH:12]=2. The yield is 0.870. (6) The catalyst is C1COCC1. The product is [CH2:26]([CH:23]1[CH2:24][CH2:25][CH:20]([CH:17]2[CH2:16][CH2:15][CH:14]([CH:10]([CH2:9][OH:8])[CH2:11][OH:12])[CH2:19][CH2:18]2)[CH2:21][CH2:22]1)[CH2:27][CH2:28][CH2:29][CH3:30]. The yield is 0.915. The reactants are [H-].[Al+3].[Li+].[H-].[H-].[H-].C[O:8][C:9](=O)[CH:10]([CH:14]1[CH2:19][CH2:18][CH:17]([CH:20]2[CH2:25][CH2:24][CH:23]([CH2:26][CH2:27][CH2:28][CH2:29][CH3:30])[CH2:22][CH2:21]2)[CH2:16][CH2:15]1)[C:11](O)=[O:12].Cl. (7) The reactants are OC[C:3]1[C:4]([CH2:13]O)=[CH:5][C:6]([C:9]([F:12])([F:11])[F:10])=[N:7][CH:8]=1.S(Cl)([Cl:17])=O.Cl[CH2:20][Cl:21]. No catalyst specified. The product is [Cl:17][CH2:13][C:4]1[C:3]([CH2:20][Cl:21])=[CH:8][N:7]=[C:6]([C:9]([F:12])([F:11])[F:10])[CH:5]=1. The yield is 0.660. (8) The reactants are Cl[C:2]1[N:7]=[C:6]([NH:8][CH2:9][C:10]2[CH:11]=[N:12][CH:13]=[CH:14][CH:15]=2)[C:5]([F:16])=[CH:4][N:3]=1.[NH2:17][C:18]1[CH:19]=[C:20]([OH:24])[CH:21]=[CH:22][CH:23]=1. No catalyst specified. The product is [F:16][C:5]1[C:6]([NH:8][CH2:9][C:10]2[CH:11]=[N:12][CH:13]=[CH:14][CH:15]=2)=[N:7][C:2]([NH:17][C:18]2[CH:23]=[CH:22][CH:21]=[C:20]([OH:24])[CH:19]=2)=[N:3][CH:4]=1. The yield is 0.430. (9) The reactants are [CH2:1]([O:8][N:9]1[C:15](=[O:16])[N:14]2[CH2:17][C@H:10]1[CH2:11][CH2:12][C@H:13]2[C:18]([OH:20])=O)[C:2]1[CH:7]=[CH:6][CH:5]=[CH:4][CH:3]=1.C1C=CC2[N:29]([OH:30])N=NC=2C=1.[CH3:31]CN=C=NCCCN(C)C.Cl.CN1CCOCC1.[C:50]([O:54][C:55]([N:57]1[CH2:61][CH2:60][CH2:59][C@H:58]1[CH2:62][O:63]N)=[O:56])([CH3:53])([CH3:52])[CH3:51]. The catalyst is CN(C)C=O.O. The product is [C:50]([O:54][C:55]([N:57]1[CH2:61][CH2:60][CH2:59][C@H:58]1[C:62](=[O:63])[N:29]([C:18]([C@@H:13]1[CH2:12][CH2:11][C@@H:10]2[CH2:17][N:14]1[C:15](=[O:16])[N:9]2[O:8][CH2:1][C:2]1[CH:3]=[CH:4][CH:5]=[CH:6][CH:7]=1)=[O:20])[O:30][CH3:31])=[O:56])([CH3:51])([CH3:52])[CH3:53]. The yield is 0.640.